Dataset: Experimentally validated miRNA-target interactions with 360,000+ pairs, plus equal number of negative samples. Task: Binary Classification. Given a miRNA mature sequence and a target amino acid sequence, predict their likelihood of interaction. (1) The miRNA is hsa-miR-330-3p with sequence GCAAAGCACACGGCCUGCAGAGA. The protein sequence of the target gene is MAQVDSQDRWGEASPLSSLTEEAHDTQMLSMNLESDDEDGGEAEKEGTADPVACPRGSSPVTHENPDLPWPHPLGKEEEKFSDSSSAGGMGQKPVEMSGKASWSRDVTKINETQGSPGASRALGSLPSGLAHKLLGQMQPLGDRLPAGDDGYSGANQDAVLDVPPSFPSNGKYLCAHKSVDTSAGNSSLLCFPRPGSNWDLPTQETHTPAQASATPASLAAAVLAKARNSRKVQNQAGRREGGEAEARPYRCLRGGRAFQKPSKPLSPAETRGGAAKRYACELCGKAYSHRGTLQQHRRL.... Result: 1 (interaction). (2) The miRNA is hsa-miR-10b-5p with sequence UACCCUGUAGAACCGAAUUUGUG. The protein sequence of the target gene is MTEESEETVLYIEHRYVCSECNQLYGSLEEVLMHQNSHVPQQHFELVGVADPGVTVATDTASGTGLYQTLVQESQYQCLECGQLLMSPSQLLEHQELHLKMMAPQEAVPAEPSPKAPPLSSSTIHYECVDCKALFASQELWLNHRQTHLRATPTKAPAPVVLGSPVVLGPPVGQARVAVEHSYRKAEEGGEGATVPSAAATTTEVVTEVELLLYKCSECSQLFQLPADFLEHQATHFPAPVPESQEPALQQEVQASSPAEVPVSQPDPLPASDHSYELRNGEAIGRDRRGRRARRNNSGE.... Result: 1 (interaction). (3) The miRNA is hsa-miR-4467 with sequence UGGCGGCGGUAGUUAUGGGCUU. The protein sequence of the target gene is MAKPFFRLQKFLRRTQFLLFFLTAAYLMTGSLLLLQRVRVALPQGPRAPGPLQTLPVAAVALGVGLLDSRALHDPRVSPELLLGVDMLQSPLTRPRPGPRWLRSRNSELRQLRRRWFHHFMSDSQGPPALGPEAARPAIHSRGTYIGCFSDDGHERTLKGAVFYDLRKMTVSHCQDACAERSYVYAGLEAGAECYCGNRLPAVSVGLEECNHECKGEKGSVCGAVDRLSVYRVDELQPGSRKRRTATYRGCFRLPENITHAFPSSLIQANVTVGTCSGFCSQKEFPLAILRGWECYCAYP.... Result: 1 (interaction). (4) The miRNA is hsa-miR-6716-5p with sequence UGGGAAUGGGGGUAAGGGCC. The protein sequence of the target gene is MAALYACTKCHQRFPFEALSQGQQLCKECRIAHPVVKCTYCRTEYQQESKTNTICKKCAQNVQLYGTPKPCQYCNIIAAFIGNKCQRCTNSEKKYGPPYSCEQCKQQCAFDRKDDRKKVDGKLLCWLCTLSYKRVLQKTKEQRKHLSSSSRGSHQEKEQYSRLSGGSHYNSQKTLSTSSIQNEIPKKKSKFESITTNGDSFSPDLALDSPGTDHFVIIAQLKEEVATLKKMLHQKDQMILEKEKKITELKADFQYQESQTRAKMNQMEKTHKEVTEQLQAKNRELLKQAAALSKSKKSEK.... Result: 0 (no interaction). (5) The miRNA is ssc-miR-187 with sequence UCGUGUCUUGUGUUGCAGCCGG. The protein sequence of the target gene is MAANGDSPPWSPALAAEGRGSSCEVRRERTPEARIHSVKRYPDLSPGPKGRSSADHAALNSIVSLQASVSFEDVTVDFSKEEWQHLDPAQRRLYWDVTLENYSHLLSVGYQIPKSEAAFKLEQGEGPWMLEGEAPHQSCSGEAIGKMQQQGIPGGIFFHCERFDQPIGEDSLCSILEELWQDNDQLEQRQENQNNLLSHVKVLIKERGYEHKNIEKIIHVTTKLVPSIKRLHNCDTILKHTLNSHNHNRNSATKNLGKIFGNGNNFPHSPSSTKNENAKTGANSCEHDHYEKHLSHKQAP.... Result: 0 (no interaction). (6) The miRNA is hsa-miR-484 with sequence UCAGGCUCAGUCCCCUCCCGAU. The protein sequence of the target gene is MAKYGEHEASPDNGQNEFSDIIKSRSDEHNDVQKKTFTKWINARFSKSGKPPINDMFTDLKDGRKLLDLLEGLTGTSLPKERGSTRVHALNNVNRVLQVLHQNNVELVNIGGTDIVDGNHKLTLGLLWSIILHWQVKDVMKDVMSDLQQTNSEKILLSWVRQTTRPYSQVNVLNFTTSWTDGLAFNAVLHRHKPDLFSWDKVVKMSPIERLEHAFSKAQTYLGIEKLLDPEDVAVQLPDKKSIIMYLTSLFEVLPQQVTIDAIREVETLPRKYKKECEEEAINIQSTAPEEEHESPRAET.... Result: 1 (interaction).